Dataset: Forward reaction prediction with 1.9M reactions from USPTO patents (1976-2016). Task: Predict the product of the given reaction. (1) Given the reactants [CH3:1][O:2][C:3](=[O:11])[C:4]1[CH:9]=[CH:8][C:7](Cl)=[N:6][CH:5]=1.C(=O)([O-])[O-].[K+].[K+].[OH:18][C:19]1[CH:20]=[C:21]([O:33][CH:34]([CH3:36])[CH3:35])[CH:22]=[C:23]([CH:32]=1)[C:24]([NH:26][C:27]1[S:28][CH:29]=[CH:30][N:31]=1)=[O:25].O, predict the reaction product. The product is: [CH3:1][O:2][C:3](=[O:11])[C:4]1[CH:9]=[CH:8][C:7]([O:18][C:19]2[CH:32]=[C:23]([C:24](=[O:25])[NH:26][C:27]3[S:28][CH:29]=[CH:30][N:31]=3)[CH:22]=[C:21]([O:33][CH:34]([CH3:36])[CH3:35])[CH:20]=2)=[N:6][CH:5]=1. (2) Given the reactants [F:1][C:2]1[CH:3]=[C:4]2[C:9](=[CH:10][CH:11]=1)[CH:8]=[C:7]([C:12]([OH:14])=O)[CH:6]=[CH:5]2.CN[O:17][CH3:18].C1C=C[C:22]2[N:27](O)N=NC=2C=1.CCN(C(C)C)C(C)C.CCN=C=NCCCN(C)C, predict the reaction product. The product is: [CH3:18][O:17][CH2:22][NH:27][C:12]([C:7]1[CH:6]=[CH:5][C:4]2[C:9](=[CH:10][CH:11]=[C:2]([F:1])[CH:3]=2)[CH:8]=1)=[O:14].